This data is from Rat liver microsome stability data. The task is: Regression/Classification. Given a drug SMILES string, predict its absorption, distribution, metabolism, or excretion properties. Task type varies by dataset: regression for continuous measurements (e.g., permeability, clearance, half-life) or binary classification for categorical outcomes (e.g., BBB penetration, CYP inhibition). Dataset: rlm. The compound is CCN(CC)CCO[C@H]1CC[C@@]2(C)C(=CC[C@@H]3[C@@H]2CC[C@]2(C)C(=O)CC[C@@H]32)C1. The result is 1 (stable in rat liver microsomes).